From a dataset of Full USPTO retrosynthesis dataset with 1.9M reactions from patents (1976-2016). Predict the reactants needed to synthesize the given product. (1) Given the product [Br:3][C:4]1[C:5]([CH3:11])=[CH:6][C:7]([O:18][CH:17]2[CH2:15][CH2:16]2)=[N:8][CH:9]=1, predict the reactants needed to synthesize it. The reactants are: [H-].[Na+].[Br:3][C:4]1[C:5]([CH3:11])=[CH:6][C:7](F)=[N:8][CH:9]=1.CN1[C:17](=[O:18])[CH2:16][CH2:15]C1. (2) Given the product [CH3:1][C:2]1[N:3]=[C:4]([C:18]2[CH:19]=[N:20][CH:21]=[CH:22][CH:23]=2)[S:5][C:6]=1[C:7]1[CH:16]=[CH:15][C:14]2[CH2:13][CH2:12][CH2:11][C:10](=[N:30][OH:31])[C:9]=2[N:8]=1, predict the reactants needed to synthesize it. The reactants are: [CH3:1][C:2]1[N:3]=[C:4]([C:18]2[CH:19]=[N:20][CH:21]=[CH:22][CH:23]=2)[S:5][C:6]=1[C:7]1[CH:16]=[CH:15][C:14]2[CH2:13][CH2:12][CH2:11][C:10](=O)[C:9]=2[N:8]=1.N1C=CC=CC=1.[NH2:30][OH:31].Cl. (3) Given the product [Br:7][C:6]1[CH:5]=[N:4][N:3]([CH3:8])[C:2]=1[NH:1][C:13](=[O:14])[C:12]1[CH:16]=[CH:17][CH:18]=[C:10]([I:9])[CH:11]=1, predict the reactants needed to synthesize it. The reactants are: [NH2:1][C:2]1[N:3]([CH3:8])[N:4]=[CH:5][C:6]=1[Br:7].[I:9][C:10]1[CH:11]=[C:12]([CH:16]=[CH:17][CH:18]=1)[C:13](Cl)=[O:14].N1C=CC=CC=1. (4) The reactants are: [NH2:1][C:2]1[N:10]=[C:9]2[C:5]([N:6]=[CH:7][N:8]2[C@H:11]2[CH2:15][O:14][C@@H:13]([CH2:16][O:17]C(=O)C3C=CC=CC=3)[O:12]2)=[C:4]([Cl:26])[N:3]=1.CO[Na].CO. Given the product [NH2:1][C:2]1[N:10]=[C:9]2[C:5]([N:6]=[CH:7][N:8]2[C@H:11]2[CH2:15][O:14][C@@H:13]([CH2:16][OH:17])[O:12]2)=[C:4]([Cl:26])[N:3]=1, predict the reactants needed to synthesize it. (5) The reactants are: [F:1][C:2]([F:12])([F:11])[C:3]1[CH:8]=[CH:7][CH:6]=[CH:5][C:4]=1[CH2:9][OH:10].[H-].[Na+].[C:15]([C:19]1[CH:24]=[CH:23][C:22]([NH:25][C:26]2[CH:31]=[C:30](Cl)[N:29]=[C:28]([NH2:33])[N:27]=2)=[CH:21][CH:20]=1)([CH3:18])([CH3:17])[CH3:16]. Given the product [C:15]([C:19]1[CH:20]=[CH:21][C:22]([NH:25][C:26]2[CH:31]=[C:30]([O:10][CH2:9][C:4]3[CH:5]=[CH:6][CH:7]=[CH:8][C:3]=3[C:2]([F:11])([F:12])[F:1])[N:29]=[C:28]([NH2:33])[N:27]=2)=[CH:23][CH:24]=1)([CH3:18])([CH3:16])[CH3:17], predict the reactants needed to synthesize it. (6) Given the product [CH:31]1([NH:30][N:21]2[C:22]3[C:27](=[CH:26][CH:25]=[CH:24][CH:23]=3)[C:28]([OH:29])=[C:19]([C:14]3[NH:13][C:12]4[CH:38]=[CH:39][C:9]([OH:8])=[CH:10][C:11]=4[S:16](=[O:17])(=[O:18])[N:15]=3)[C:20]2=[O:37])[CH2:32][CH2:33][CH2:34][CH2:35][CH2:36]1, predict the reactants needed to synthesize it. The reactants are: C([O:8][C:9]1[CH:39]=[CH:38][C:12]2[NH:13][C:14]([C:19]3[C:20](=[O:37])[N:21]([NH:30][CH:31]4[CH2:36][CH2:35][CH2:34][CH2:33][CH2:32]4)[C:22]4[C:27]([C:28]=3[OH:29])=[CH:26][CH:25]=[CH:24][CH:23]=4)=[N:15][S:16](=[O:18])(=[O:17])[C:11]=2[CH:10]=1)C1C=CC=CC=1.C(OC1C=CC2NC(C3C(=O)N(NC4CCCC4)C4C(C=3O)=CC=CC=4)=NS(=O)(=O)C=2C=1)C1C=CC=CC=1. (7) The reactants are: [CH3:1][C:2]1[C:3]([CH:8]2[CH2:13][CH2:12][CH2:11][CH:10]([C:14]3[C:19]([CH3:20])=[CH:18][CH:17]=[CH:16][N:15]=3)[NH:9]2)=[N:4][CH:5]=[CH:6][CH:7]=1.Br[CH2:22][C:23]1[C:24]([C:29]#[N:30])=[CH:25][CH:26]=[CH:27][CH:28]=1.CCN(C(C)C)C(C)C. Given the product [CH3:1][C:2]1[C:3]([CH:8]2[CH2:13][CH2:12][CH2:11][CH:10]([C:14]3[C:19]([CH3:20])=[CH:18][CH:17]=[CH:16][N:15]=3)[N:9]2[CH2:22][C:23]2[CH:28]=[CH:27][CH:26]=[CH:25][C:24]=2[C:29]#[N:30])=[N:4][CH:5]=[CH:6][CH:7]=1, predict the reactants needed to synthesize it. (8) Given the product [CH:29]1([N:28]([CH2:27][CH:26]([O:34][CH3:35])[O:25][CH3:24])[C:18](=[O:20])[CH2:17][CH2:16][O:15][CH2:14][CH2:13][C:12]2[CH:21]=[CH:22][CH:23]=[C:10]([C:8]3[CH:7]=[N:6][N:5]([CH2:4][CH:1]4[CH2:2][CH2:3]4)[CH:9]=3)[CH:11]=2)[CH2:30][CH2:31][CH2:32][CH2:33]1, predict the reactants needed to synthesize it. The reactants are: [CH:1]1([CH2:4][N:5]2[CH:9]=[C:8]([C:10]3[CH:11]=[C:12]([CH:21]=[CH:22][CH:23]=3)[CH2:13][CH2:14][O:15][CH2:16][CH2:17][C:18]([OH:20])=O)[CH:7]=[N:6]2)[CH2:3][CH2:2]1.[CH3:24][O:25][CH:26]([O:34][CH3:35])[CH2:27][NH:28][CH:29]1[CH2:33][CH2:32][CH2:31][CH2:30]1.